This data is from Reaction yield outcomes from USPTO patents with 853,638 reactions. The task is: Predict the reaction yield, written as a fraction of the theoretical maximum amount of product (1.0 means a 100% yield; for example, 0.34 means a 34% yield). (1) The reactants are [H-].[Na+].[C:3]([O:10][CH3:11])(=[O:9])[CH2:4][C:5]([O:7][CH3:8])=[O:6].[Br:12][C:13]([CH2:15]Br)=[CH2:14]. The catalyst is CN(P(N(C)C)(N(C)C)=O)C. The product is [Br:12][C:13](=[CH2:14])[CH2:15][CH:4]([C:3]([O:10][CH3:11])=[O:9])[C:5]([O:7][CH3:8])=[O:6]. The yield is 0.650. (2) The reactants are [N+:1]([C:4]1[CH:9]=[CH:8][C:7]([CH2:10][CH2:11][C:12](=[O:17])[CH2:13][C:14](=[O:16])[CH3:15])=[CH:6][CH:5]=1)([O-])=O.[O:18]1[C:23](=[O:24])[CH2:22][CH2:21][CH2:20][C:19]1=[O:25]. The catalyst is O1CCCC1. The product is [O:17]=[C:12]([CH2:13][C:14](=[O:16])[CH3:15])[CH2:11][CH2:10][C:7]1[CH:8]=[CH:9][C:4]([NH:1][C:23]([CH2:22][CH2:21][CH2:20][C:19]([OH:25])=[O:18])=[O:24])=[CH:5][CH:6]=1. The yield is 0.970.